Dataset: Peptide-MHC class I binding affinity with 185,985 pairs from IEDB/IMGT. Task: Regression. Given a peptide amino acid sequence and an MHC pseudo amino acid sequence, predict their binding affinity value. This is MHC class I binding data. The peptide sequence is FNGTRAENR. The MHC is Mamu-B8301 with pseudo-sequence Mamu-B8301. The binding affinity (normalized) is 0.660.